From a dataset of Forward reaction prediction with 1.9M reactions from USPTO patents (1976-2016). Predict the product of the given reaction. (1) The product is: [C:1]([O:5][C:6]([N:8]1[CH2:13][CH2:12][N:11]([CH2:14][CH2:15][CH2:16][S:17](=[O:32])(=[O:33])[NH2:18])[CH2:10][CH2:9]1)=[O:7])([CH3:4])([CH3:2])[CH3:3]. Given the reactants [C:1]([O:5][C:6]([N:8]1[CH2:13][CH2:12][N:11]([CH2:14][CH2:15][CH2:16][S:17](=[O:33])(=[O:32])[NH:18]C(C2C=CC=CC=2)C2C=CC=CC=2)[CH2:10][CH2:9]1)=[O:7])([CH3:4])([CH3:3])[CH3:2], predict the reaction product. (2) Given the reactants Br[C:2]1[CH:7]=[CH:6][C:5]([CH:8]([NH:11][C:12](=[O:18])[O:13][C:14]([CH3:17])([CH3:16])[CH3:15])[CH2:9][CH3:10])=[CH:4][CH:3]=1.[B:19]1([B:19]2[O:23][C:22]([CH3:25])([CH3:24])[C:21]([CH3:27])([CH3:26])[O:20]2)[O:23][C:22]([CH3:25])([CH3:24])[C:21]([CH3:27])([CH3:26])[O:20]1, predict the reaction product. The product is: [CH3:26][C:21]1([CH3:27])[C:22]([CH3:25])([CH3:24])[O:23][B:19]([C:2]2[CH:7]=[CH:6][C:5]([CH:8]([NH:11][C:12](=[O:18])[O:13][C:14]([CH3:17])([CH3:16])[CH3:15])[CH2:9][CH3:10])=[CH:4][CH:3]=2)[O:20]1. (3) Given the reactants [CH:1]1([CH2:4][NH:5][C:6]2[C:7]([S:16][CH3:17])=[N:8][N:9]3[C:14]([I:15])=[CH:13][CH:12]=[CH:11][C:10]=23)[CH2:3][CH2:2]1.[O:18]1[CH2:23][CH2:22][CH:21]([CH:24]=O)[CH2:20][CH2:19]1.C(O[BH-](OC(=O)C)OC(=O)C)(=O)C.[Na+].C(=O)(O)[O-].[Na+], predict the reaction product. The product is: [CH:1]1([CH2:4][N:5]([C:6]2[C:7]([S:16][CH3:17])=[N:8][N:9]3[C:14]([I:15])=[CH:13][CH:12]=[CH:11][C:10]=23)[CH2:24][CH:21]2[CH2:22][CH2:23][O:18][CH2:19][CH2:20]2)[CH2:2][CH2:3]1.